This data is from Acute oral toxicity (LD50) regression data from Zhu et al.. The task is: Regression/Classification. Given a drug SMILES string, predict its toxicity properties. Task type varies by dataset: regression for continuous values (e.g., LD50, hERG inhibition percentage) or binary classification for toxic/non-toxic outcomes (e.g., AMES mutagenicity, cardiotoxicity, hepatotoxicity). Dataset: ld50_zhu. The molecule is CCN=C1SC(=NOC(=O)NC)C(C)(C)S1. The rat oral LD50 is 4.62, given as -log10 of the dose in mol/kg body weight (higher means more acutely toxic).